Dataset: Forward reaction prediction with 1.9M reactions from USPTO patents (1976-2016). Task: Predict the product of the given reaction. (1) Given the reactants [F:1][C:2]1[CH:7]=[CH:6][C:5]([N:8]2[C:16]3[C:11](=[CH:12][C:13]([CH:17](O)[C:18]4[CH:26]=[CH:25][C:21]([C:22]([OH:24])=[O:23])=[CH:20][CH:19]=4)=[CH:14][CH:15]=3)[CH:10]=[N:9]2)=[CH:4][CH:3]=1.[CH2:28]([O:35]/[C:36](/[O:39][Si](C)(C)C)=[CH:37]/[CH3:38])[C:29]1[CH:34]=[CH:33][CH:32]=[CH:31][CH:30]=1, predict the reaction product. The product is: [CH2:28]([O:35][C:36](=[O:39])[CH:37]([CH3:38])[CH:17]([C:18]1[CH:26]=[CH:25][C:21]([C:22]([OH:24])=[O:23])=[CH:20][CH:19]=1)[C:13]1[CH:12]=[C:11]2[C:16](=[CH:15][CH:14]=1)[N:8]([C:5]1[CH:6]=[CH:7][C:2]([F:1])=[CH:3][CH:4]=1)[N:9]=[CH:10]2)[C:29]1[CH:34]=[CH:33][CH:32]=[CH:31][CH:30]=1. (2) The product is: [C:3]([NH:40][CH:13]([C:15]1[C:20]([Cl:21])=[CH:19][C:18]([C:22]([F:23])([F:24])[F:25])=[CH:17][N:16]=1)[CH2:9][NH:8][C:32]([C:28]1[S:29][CH:30]=[CH:31][C:27]=1[I:26])=[O:34])(=[O:5])[CH3:2]. Given the reactants F[C:2](F)(F)[C:3]([OH:5])=O.[NH2:8][CH:9]([CH:13]([C:15]1[C:20]([Cl:21])=[CH:19][C:18]([C:22]([F:25])([F:24])[F:23])=[CH:17][N:16]=1)C)C(N)=O.[I:26][C:27]1[CH:31]=[CH:30][S:29][C:28]=1[C:32]([OH:34])=O.O.[Cl-].COC1N=C(OC)N=C([N+]2(C)CCOCC2)[N:40]=1.C(N(CC)CC)C, predict the reaction product. (3) The product is: [F:29][C:23]1[CH:24]=[CH:25][C:47]([F:50])=[CH:27][C:22]=1[CH:18]1[CH2:19][CH2:20][CH2:21][N:17]1[C:14]1[CH:15]=[CH:16][N:11]2[N:10]=[CH:9][C:8]([C:6]3[O:7][C:1]([CH3:2])=[N:4][N:5]=3)=[C:12]2[N:13]=1. Given the reactants [C:1]([NH:4][NH:5][C:6]([C:8]1[CH:9]=[N:10][N:11]2[CH:16]=[CH:15][C:14]([N:17]3[CH2:21][CH2:20][CH2:19][CH:18]3[C:22]3[CH:27]=C(F)[CH:25]=[CH:24][C:23]=3[F:29])=[N:13][C:12]=12)=[O:7])(=O)[CH3:2].N1C=CC=CC=1.S(OS([C:47]([F:50])(F)F)(=O)=O)(C(F)(F)F)(=O)=O, predict the reaction product. (4) Given the reactants [Cl:1][C:2]1[CH:7]=[CH:6][C:5]([CH:8]2[CH2:14][CH:13]3[N:15]([C:16]([O:18][CH2:19][CH3:20])=[O:17])[CH:10]([CH2:11][CH2:12]3)[CH2:9]2)=[C:4]([CH:21](O)[CH2:22][CH3:23])[CH:3]=1.[OH:25]S(O)(=O)=O.[C:30](#[N:32])[CH3:31], predict the reaction product. The product is: [C:30]([NH:32][CH:21]([C:4]1[CH:3]=[C:2]([Cl:1])[CH:7]=[CH:6][C:5]=1[CH:8]1[CH2:14][CH:13]2[N:15]([C:16]([O:18][CH2:19][CH3:20])=[O:17])[CH:10]([CH2:11][CH2:12]2)[CH2:9]1)[CH2:22][CH3:23])(=[O:25])[CH3:31]. (5) Given the reactants [CH3:1][C:2]([CH3:21])([CH3:20])[C:3]([NH:5][C:6]1[N:11]=[CH:10][C:9]([NH:12][C:13](=[O:18])[C:14]([CH3:17])([CH3:16])[CH3:15])=[C:8]([CH3:19])[CH:7]=1)=[O:4].[Li]C(C)(C)C.[Cl:27][C:28]1[C:29]([O:41][CH3:42])=[C:30]([CH:37]=[C:38]([Cl:40])[CH:39]=1)[C:31](N(OC)C)=[O:32].C(O)(=O)CC(CC(O)=O)(C(O)=O)O, predict the reaction product. The product is: [Cl:27][C:28]1[C:29]([O:41][CH3:42])=[C:30]([C:31](=[O:32])[CH2:19][C:8]2[CH:7]=[C:6]([NH:5][C:3](=[O:4])[C:2]([CH3:21])([CH3:20])[CH3:1])[N:11]=[CH:10][C:9]=2[NH:12][C:13](=[O:18])[C:14]([CH3:15])([CH3:17])[CH3:16])[CH:37]=[C:38]([Cl:40])[CH:39]=1. (6) Given the reactants [Br:1][C:2]1[CH:3]=[C:4]2[C:8](=[CH:9][CH:10]=1)[NH:7][N:6]=[C:5]2[CH3:11].CC(C)([O-])C.[K+].[CH3:18][O:19][C:20]1[CH:27]=[CH:26][C:23]([CH2:24]Cl)=[CH:22][CH:21]=1.C(OCC)(=O)C, predict the reaction product. The product is: [Br:1][C:2]1[CH:3]=[C:4]2[C:8](=[CH:9][CH:10]=1)[N:7]([CH2:24][C:23]1[CH:26]=[CH:27][C:20]([O:19][CH3:18])=[CH:21][CH:22]=1)[N:6]=[C:5]2[CH3:11]. (7) Given the reactants Br[C:2]1[C:3](=[O:14])[N:4]([CH:9]([CH2:12][CH3:13])[CH2:10][CH3:11])[CH:5]=[C:6]([Br:8])[N:7]=1.[Cl:15][C:16]1[CH:17]=[C:18]2[C:22](=[C:23]([Cl:25])[CH:24]=1)[NH:21][CH2:20][CH2:19]2, predict the reaction product. The product is: [Br:8][C:6]1[N:7]=[C:2]([N:21]2[C:22]3[C:18](=[CH:17][C:16]([Cl:15])=[CH:24][C:23]=3[Cl:25])[CH2:19][CH2:20]2)[C:3](=[O:14])[N:4]([CH:9]([CH2:12][CH3:13])[CH2:10][CH3:11])[CH:5]=1. (8) Given the reactants [OH:1][CH2:2][CH:3]1[CH2:12][CH2:11][C:10]2[N:9]=[CH:8][CH:7]=[CH:6][C:5]=2[CH2:4]1.C[N+]1([O-])CCOCC1, predict the reaction product. The product is: [N:9]1[C:10]2[CH2:11][CH2:12][CH:3]([CH:2]=[O:1])[CH2:4][C:5]=2[CH:6]=[CH:7][CH:8]=1.